From a dataset of NCI-60 drug combinations with 297,098 pairs across 59 cell lines. Regression. Given two drug SMILES strings and cell line genomic features, predict the synergy score measuring deviation from expected non-interaction effect. Drug 1: COC1=NC(=NC2=C1N=CN2C3C(C(C(O3)CO)O)O)N. Drug 2: CC12CCC3C(C1CCC2OP(=O)(O)O)CCC4=C3C=CC(=C4)OC(=O)N(CCCl)CCCl.[Na+]. Cell line: U251. Synergy scores: CSS=5.00, Synergy_ZIP=-4.77, Synergy_Bliss=-7.08, Synergy_Loewe=-4.62, Synergy_HSA=-5.64.